This data is from Peptide-MHC class II binding affinity with 134,281 pairs from IEDB. The task is: Regression. Given a peptide amino acid sequence and an MHC pseudo amino acid sequence, predict their binding affinity value. This is MHC class II binding data. (1) The peptide sequence is MYFHRRDLRLASNAI. The MHC is DRB1_0401 with pseudo-sequence DRB1_0401. The binding affinity (normalized) is 0.857. (2) The peptide sequence is AETCPIFYDVFFAVA. The MHC is HLA-DQA10104-DQB10503 with pseudo-sequence HLA-DQA10104-DQB10503. The binding affinity (normalized) is 0.485. (3) The peptide sequence is KVFNTRRNTLLFLDL. The MHC is DRB4_0101 with pseudo-sequence DRB4_0103. The binding affinity (normalized) is 0.558. (4) The peptide sequence is SQDDELSWNLNGLQAY. The binding affinity (normalized) is 0.476. The MHC is HLA-DQA10301-DQB10302 with pseudo-sequence HLA-DQA10301-DQB10302. (5) The peptide sequence is TTLIASLVMLLVHYA. The MHC is DRB1_0301 with pseudo-sequence DRB1_0301. The binding affinity (normalized) is 0.371. (6) The peptide sequence is TKKGNVWEVKSSKPL. The MHC is DRB4_0101 with pseudo-sequence DRB4_0103. The binding affinity (normalized) is 0.370.